Dataset: Reaction yield outcomes from USPTO patents with 853,638 reactions. Task: Predict the reaction yield, written as a fraction of the theoretical maximum amount of product (1.0 means a 100% yield; for example, 0.34 means a 34% yield). (1) The reactants are Cl[C:2]1[N:10]=[C:9]([Cl:11])[CH:8]=[CH:7][C:3]=1[C:4]([NH2:6])=[O:5].[CH3:12][O:13][CH2:14][CH2:15][NH2:16]. The catalyst is CN(C)C=O. The product is [Cl:11][C:9]1[CH:8]=[CH:7][C:3]([C:4]([NH2:6])=[O:5])=[C:2]([NH:16][CH2:15][CH2:14][O:13][CH3:12])[N:10]=1. The yield is 0.640. (2) The reactants are [CH3:1][CH2:2][O:3][C:4](OCC)(OCC)[C:5]1[CH:10]=[CH:9][CH:8]=[CH:7][CH:6]=1.[N:17]#[C:18][NH2:19].C(OC(=O)C)(=O)C. The catalyst is C(OCC)(=O)C. The product is [CH2:2]([O:3][C:4]([C:5]1[CH:10]=[CH:9][CH:8]=[CH:7][CH:6]=1)=[N:19][C:18]#[N:17])[CH3:1]. The yield is 0.930. (3) The reactants are [C:1]([O:5][C:6](=[O:26])[NH:7][C@@H:8]1[CH2:13][CH2:12][CH2:11][C@@H:10]([S:14][CH2:15][C:16]2[C:21]([CH3:22])=[CH:20][C:19]([CH3:23])=[CH:18][C:17]=2[CH3:24])[C@@H:9]1[OH:25])([CH3:4])([CH3:3])[CH3:2].[Si:27](Cl)([C:30]([CH3:33])([CH3:32])[CH3:31])([CH3:29])[CH3:28].N1C=CN=C1. The catalyst is CN(C)C=O. The product is [C:1]([O:5][C:6](=[O:26])[NH:7][C@@H:8]1[CH2:13][CH2:12][CH2:11][C@@H:10]([S:14][CH2:15][C:16]2[C:17]([CH3:24])=[CH:18][C:19]([CH3:23])=[CH:20][C:21]=2[CH3:22])[C@@H:9]1[O:25][Si:27]([C:30]([CH3:33])([CH3:32])[CH3:31])([CH3:29])[CH3:28])([CH3:4])([CH3:2])[CH3:3]. The yield is 0.940. (4) The reactants are [Cl:1][C:2]1[N:10](CC=C)[C:9]2[C:8](=[O:14])[N:7]([CH3:15])[C:6](=[O:16])[NH:5][C:4]=2[N:3]=1.C(=O)([O-])[O-].[Na+].[Na+].[CH2:23](I)[CH2:24][CH2:25][CH2:26][CH2:27][CH3:28].N1CCOCC1. The catalyst is CN(C=O)C.CCOC(C)=O.C1C=CC([P]([Pd]([P](C2C=CC=CC=2)(C2C=CC=CC=2)C2C=CC=CC=2)([P](C2C=CC=CC=2)(C2C=CC=CC=2)C2C=CC=CC=2)[P](C2C=CC=CC=2)(C2C=CC=CC=2)C2C=CC=CC=2)(C2C=CC=CC=2)C2C=CC=CC=2)=CC=1. The product is [Cl:1][C:2]1[NH:10][C:9]2[C:8](=[O:14])[N:7]([CH3:15])[C:6](=[O:16])[N:5]([CH2:23][CH2:24][CH2:25][CH2:26][CH2:27][CH3:28])[C:4]=2[N:3]=1. The yield is 0.540. (5) The reactants are [Br:1][C:2]1[CH:3]=[C:4]([NH:13][CH:14]2[CH2:19][CH2:18][O:17][CH2:16][CH2:15]2)[C:5]([CH3:12])=[C:6]([CH:11]=1)[C:7]([O:9][CH3:10])=[O:8].[CH:20](=O)[CH:21]([CH3:23])[CH3:22].C(O)(=O)C.C([BH3-])#N.[Na+]. The catalyst is CO. The product is [Br:1][C:2]1[CH:3]=[C:4]([N:13]([CH2:20][CH:21]([CH3:23])[CH3:22])[CH:14]2[CH2:19][CH2:18][O:17][CH2:16][CH2:15]2)[C:5]([CH3:12])=[C:6]([CH:11]=1)[C:7]([O:9][CH3:10])=[O:8]. The yield is 0.543. (6) The reactants are [Cl:1][C:2]1[CH:3]=[C:4]([CH:23]=[CH:24][CH:25]=1)[N:5](O)[C:6]1[C:15]2[C:10](=[CH:11][CH:12]=[CH:13][C:14]=2[O:16][CH:17]2[CH2:21][CH2:20][O:19][CH2:18]2)[N:9]=[CH:8][N:7]=1.ClC[C:28]1[CH:32]=[C:31]([CH3:33])[O:30][N:29]=1. No catalyst specified. The product is [Cl:1][C:2]1[CH:3]=[C:4]([CH:23]=[CH:24][C:25]=1[C:28]1[CH:32]=[C:31]([CH3:33])[O:30][N:29]=1)[NH:5][C:6]1[C:15]2[C:10](=[CH:11][CH:12]=[CH:13][C:14]=2[O:16][CH:17]2[CH2:21][CH2:20][O:19][CH2:18]2)[N:9]=[CH:8][N:7]=1. The yield is 0.850. (7) The reactants are [CH3:1][C:2]1[O:6][N:5]=[C:4]([C:7]2[CH:12]=[CH:11][CH:10]=[CH:9][CH:8]=2)[C:3]=1[CH2:13][O:14][C:15]1[CH:23]=[CH:22][C:18]([C:19]([OH:21])=O)=[CH:17][N:16]=1.[NH2:24][CH2:25][C:26]1[C:27](=[O:33])[NH:28][N:29]=[C:30]([CH3:32])[CH:31]=1. No catalyst specified. The product is [CH3:32][C:30]1[CH:31]=[C:26]([CH2:25][NH:24][C:19](=[O:21])[C:18]2[CH:22]=[CH:23][C:15]([O:14][CH2:13][C:3]3[C:4]([C:7]4[CH:8]=[CH:9][CH:10]=[CH:11][CH:12]=4)=[N:5][O:6][C:2]=3[CH3:1])=[N:16][CH:17]=2)[C:27](=[O:33])[NH:28][N:29]=1. The yield is 0.830. (8) The reactants are [CH3:1][C:2]1[O:3][C:4]2[CH:10]=[CH:9][C:8]([OH:11])=[CH:7][C:5]=2[N:6]=1.F[C:13]1[CH:18]=[CH:17][C:16]([N+:19]([O-:21])=[O:20])=[CH:15][C:14]=1[CH3:22].C([O-])([O-])=O.[K+].[K+]. The catalyst is CN(C=O)C. The product is [CH3:1][C:2]1[O:3][C:4]2[CH:10]=[CH:9][C:8]([O:11][C:13]3[CH:18]=[CH:17][C:16]([N+:19]([O-:21])=[O:20])=[CH:15][C:14]=3[CH3:22])=[CH:7][C:5]=2[N:6]=1. The yield is 0.410.